From a dataset of Full USPTO retrosynthesis dataset with 1.9M reactions from patents (1976-2016). Predict the reactants needed to synthesize the given product. Given the product [CH2:1]([O:3][C:4]([CH:6]1[C:14]2[N:13]=[CH:12][N:11]([C:28]([C:22]3[CH:27]=[CH:26][CH:25]=[CH:24][CH:23]=3)([C:35]3[CH:36]=[CH:37][CH:38]=[CH:39][CH:40]=3)[C:29]3[CH:30]=[CH:31][CH:32]=[CH:33][CH:34]=3)[C:10]=2[CH2:9][CH2:8][CH2:7]1)=[O:5])[CH3:2], predict the reactants needed to synthesize it. The reactants are: [CH2:1]([O:3][C:4]([CH:6]1[C:14]2[N:13]=[CH:12][NH:11][C:10]=2[CH2:9][CH2:8][CH2:7]1)=[O:5])[CH3:2].C(N(CC)CC)C.[C:22]1([C:28](Cl)([C:35]2[CH:40]=[CH:39][CH:38]=[CH:37][CH:36]=2)[C:29]2[CH:34]=[CH:33][CH:32]=[CH:31][CH:30]=2)[CH:27]=[CH:26][CH:25]=[CH:24][CH:23]=1.